This data is from Full USPTO retrosynthesis dataset with 1.9M reactions from patents (1976-2016). The task is: Predict the reactants needed to synthesize the given product. (1) Given the product [CH3:26][N:27]([CH3:28])[CH2:2][CH2:3][CH2:4][CH2:5][O:6][C:7]1[CH:25]=[CH:24][C:10]2[C:11]([C:14]3[CH:19]=[CH:18][C:17]([C:20]([F:23])([F:22])[F:21])=[CH:16][CH:15]=3)=[N:12][S:13][C:9]=2[CH:8]=1, predict the reactants needed to synthesize it. The reactants are: Br[CH2:2][CH2:3][CH2:4][CH2:5][O:6][C:7]1[CH:25]=[CH:24][C:10]2[C:11]([C:14]3[CH:19]=[CH:18][C:17]([C:20]([F:23])([F:22])[F:21])=[CH:16][CH:15]=3)=[N:12][S:13][C:9]=2[CH:8]=1.[CH3:26][NH:27][CH3:28]. (2) Given the product [C:36]([O:35][C:33](=[O:34])[NH:26][CH2:25][C:21]1[C:22]([Br:24])=[N:23][C:18]([N:15]2[CH2:16][CH2:17][C:13]([C:5]3[CH:6]=[C:7]([C:9]([F:12])([F:11])[F:10])[CH:8]=[C:3]([C:2]([F:1])([F:31])[F:32])[CH:4]=3)([C:27]([F:29])([F:30])[F:28])[CH2:14]2)=[CH:19][CH:20]=1)([CH3:39])([CH3:38])[CH3:37], predict the reactants needed to synthesize it. The reactants are: [F:1][C:2]([F:32])([F:31])[C:3]1[CH:4]=[C:5]([C:13]2([C:27]([F:30])([F:29])[F:28])[CH2:17][CH2:16][N:15]([C:18]3[N:23]=[C:22]([Br:24])[C:21]([CH2:25][NH2:26])=[CH:20][CH:19]=3)[CH2:14]2)[CH:6]=[C:7]([C:9]([F:12])([F:11])[F:10])[CH:8]=1.[C:33](O[C:33]([O:35][C:36]([CH3:39])([CH3:38])[CH3:37])=[O:34])([O:35][C:36]([CH3:39])([CH3:38])[CH3:37])=[O:34].O1CCCC1.C(N(CC)CC)C. (3) Given the product [Cl:1][C:2]1[C:3]([O:12][CH:14]([CH3:15])[CH3:13])=[CH:4][C:5]([F:11])=[C:6]([N+:8]([O-:10])=[O:9])[CH:7]=1, predict the reactants needed to synthesize it. The reactants are: [Cl:1][C:2]1[CH:7]=[C:6]([N+:8]([O-:10])=[O:9])[C:5]([F:11])=[CH:4][C:3]=1[OH:12].[CH3:13][CH:14](O)[CH3:15].C1(P(C2C=CC=CC=2)C2C=CC=CN=2)C=CC=CC=1.N(C(OC(C)(C)C)=O)=NC(OC(C)(C)C)=O.Cl.C(OCC)C.